From a dataset of Forward reaction prediction with 1.9M reactions from USPTO patents (1976-2016). Predict the product of the given reaction. (1) Given the reactants [N+:1]([C:4]1[CH:11]=[CH:10][CH:9]=[C:8]([N+:12]([O-])=O)[C:5]=1[C:6]#[N:7])([O-:3])=[O:2], predict the reaction product. The product is: [NH2:12][C:8]1[CH:9]=[CH:10][CH:11]=[C:4]([N+:1]([O-:3])=[O:2])[C:5]=1[C:6]#[N:7]. (2) Given the reactants [NH2:1][CH2:2][C@H:3]1[C@H:9]([C:10]2[CH:15]=[CH:14][C:13]([Cl:16])=[C:12]([F:17])[CH:11]=2)[O:8][CH2:7][CH2:6][N:5](C(OC(C)(C)C)=O)[CH2:4]1.[CH3:25][C:26]1[O:30][N:29]=[C:28]([C:31]2[CH:39]=[CH:38][CH:37]=[CH:36][C:32]=2[C:33](O)=[O:34])[N:27]=1, predict the reaction product. The product is: [ClH:16].[Cl:16][C:13]1[CH:14]=[CH:15][C:10]([C@@H:9]2[O:8][CH2:7][CH2:6][NH:5][CH2:4][C@H:3]2[CH2:2][NH:1][C:33](=[O:34])[C:32]2[CH:36]=[CH:37][CH:38]=[CH:39][C:31]=2[C:28]2[N:27]=[C:26]([CH3:25])[O:30][N:29]=2)=[CH:11][C:12]=1[F:17]. (3) Given the reactants C([O:3][C:4]([C:6]1[N:10]2[CH2:11][CH2:12][CH2:13][CH2:14][C:9]2=[N:8][C:7]=1[N:15]([C:17](=[O:25])[C:18]1[CH:23]=[CH:22][CH:21]=[C:20]([Cl:24])[CH:19]=1)[CH3:16])=[O:5])C.C[O:27][C:28]([C:30]1[N:34]2[CH2:35][CH2:36][CH2:37][CH2:38][C:33]2=[N:32][C:31]=1N(C(=O)C1C=CC=C(Cl)C=1)C)=[O:29].[OH-].[Na+], predict the reaction product. The product is: [Cl:24][C:20]1[CH:19]=[C:18]([CH:23]=[CH:22][CH:21]=1)[C:17]([N:15]([CH3:16])[C:7]1[N:8]=[C:9]2[CH2:14][CH2:13][CH2:12][CH2:11][N:10]2[C:6]=1[C:4]([OH:5])=[O:3])=[O:25].[N:32]1[CH:31]=[C:30]([C:28]([OH:29])=[O:27])[N:34]2[CH2:35][CH2:36][CH2:37][CH2:38][C:33]=12. (4) Given the reactants [F:1][C:2]1[CH:7]=[CH:6][C:5]([CH:8]([C:10]2([C:16]3[CH:21]=[CH:20][CH:19]=[C:18]([C:22]([F:25])([F:24])[F:23])[CH:17]=3)SCCCS2)[OH:9])=[CH:4][CH:3]=1.FC(F)(F)C(OI(C1C=CC=CC=1)OC(=O)C(F)(F)F)=[O:29].C(=O)([O-])O.[Na+], predict the reaction product. The product is: [F:1][C:2]1[CH:7]=[CH:6][C:5]([CH:8]([OH:9])[C:10]([C:16]2[CH:21]=[CH:20][CH:19]=[C:18]([C:22]([F:25])([F:24])[F:23])[CH:17]=2)=[O:29])=[CH:4][CH:3]=1. (5) Given the reactants C(O)(C(F)(F)F)=O.[NH2:8][C@H:9]1[C:20](=[O:21])[O:19][CH2:18][C@@H:17]([C:22]2[CH:27]=[CH:26][CH:25]=[CH:24][CH:23]=2)[NH:16][C:15](=[O:28])[CH2:14][CH2:13][CH:12]=[CH:11][CH2:10]1.C(N(CC)CC)C.[CH3:36][S:37](Cl)(=[O:39])=[O:38], predict the reaction product. The product is: [O:28]=[C:15]1[CH2:14][CH2:13][CH:12]=[CH:11][CH2:10][C@@H:9]([NH:8][S:37]([CH3:36])(=[O:39])=[O:38])[C:20](=[O:21])[O:19][CH2:18][C@@H:17]([C:22]2[CH:27]=[CH:26][CH:25]=[CH:24][CH:23]=2)[NH:16]1. (6) Given the reactants [CH3:1][O:2][C:3]1[CH:4]=[C:5]([CH:9]=[CH:10][C:11]=1[O:12][CH3:13])[C:6]([OH:8])=O.CN(C(ON1N=NC2C=CC=NC1=2)=[N+](C)C)C.F[P-](F)(F)(F)(F)F.C(N(C(C)C)C(C)C)C.[O:47]1[CH2:52][CH2:51][O:50][CH2:49][CH:48]1[C:53]1[C:61]2[S:60][C:59]([NH2:62])=[N:58][C:57]=2[C:56]([O:63][CH3:64])=[CH:55][CH:54]=1, predict the reaction product. The product is: [O:47]1[CH2:52][CH2:51][O:50][CH2:49][CH:48]1[C:53]1[C:61]2[S:60][C:59]([NH:62][C:6](=[O:8])[C:5]3[CH:9]=[CH:10][C:11]([O:12][CH3:13])=[C:3]([O:2][CH3:1])[CH:4]=3)=[N:58][C:57]=2[C:56]([O:63][CH3:64])=[CH:55][CH:54]=1. (7) The product is: [Br:32][CH2:10][C:9]([C:3]1[C:2]([CH3:1])=[N:7][C:6]([CH3:8])=[CH:5][N:4]=1)=[O:11]. Given the reactants [CH3:1][C:2]1[C:3]([C:9](=[O:11])[CH3:10])=[N:4][CH:5]=[C:6]([CH3:8])[N:7]=1.N1C(C)=CC=CC=1C.FC(F)(F)S(O[Si](C)(C)C)(=O)=O.[Br:32]N1C(=O)CCC1=O, predict the reaction product. (8) Given the reactants [F:1][C:2]1[CH:23]=[CH:22][C:5]([O:6][C:7]2[CH:21]=[CH:20][C:10]([CH2:11][O:12][CH2:13][CH:14]3[CH2:19][CH2:18][CH2:17][NH:16][CH2:15]3)=[CH:9][CH:8]=2)=[CH:4][CH:3]=1.[CH3:24][O:25][C:26]([C:28]1[CH:29]=[C:30](OB(O)O)[CH:31]=[CH:32][CH:33]=1)=[O:27], predict the reaction product. The product is: [F:1][C:2]1[CH:3]=[CH:4][C:5]([O:6][C:7]2[CH:21]=[CH:20][C:10]([CH2:11][O:12][CH2:13][CH:14]3[CH2:19][CH2:18][CH2:17][N:16]([C:32]4[CH:33]=[C:28]([CH:29]=[CH:30][CH:31]=4)[C:26]([O:25][CH3:24])=[O:27])[CH2:15]3)=[CH:9][CH:8]=2)=[CH:22][CH:23]=1.